Dataset: Catalyst prediction with 721,799 reactions and 888 catalyst types from USPTO. Task: Predict which catalyst facilitates the given reaction. Reactant: CS(O[CH2:6][CH:7]1[CH:11]([OH:12])[C:10]2[CH:13]=[C:14]([Br:18])[CH:15]=[C:16]([Cl:17])[C:9]=2[O:8]1)(=O)=O.[N-:19]=[N+:20]=[N-:21].[Na+].C([O-])([O-])=O.[K+].[K+].O. Product: [N:19]([CH2:6][CH:7]1[CH:11]([OH:12])[C:10]2[CH:13]=[C:14]([Br:18])[CH:15]=[C:16]([Cl:17])[C:9]=2[O:8]1)=[N+:20]=[N-:21]. The catalyst class is: 3.